Task: Predict which catalyst facilitates the given reaction.. Dataset: Catalyst prediction with 721,799 reactions and 888 catalyst types from USPTO (1) Reactant: [NH2:1][C@@H:2]1[CH2:6][CH2:5][C@H:4]([NH:7][C:8](=[O:17])[O:9][CH2:10][C:11]2[CH:16]=[CH:15][CH:14]=[CH:13][CH:12]=2)[CH2:3]1.Br[CH2:19][CH2:20][O:21][CH2:22][CH2:23]Br.C(N(CC)CC)C.C(OCC)(=O)C. Product: [O:21]1[CH2:22][CH2:23][N:1]([C@@H:2]2[CH2:6][CH2:5][C@H:4]([NH:7][C:8](=[O:17])[O:9][CH2:10][C:11]3[CH:16]=[CH:15][CH:14]=[CH:13][CH:12]=3)[CH2:3]2)[CH2:19][CH2:20]1. The catalyst class is: 9. (2) The catalyst class is: 3. Reactant: [Cl:1][C:2]1[CH:10]=[CH:9][C:5]([C:6]([OH:8])=O)=[C:4]([NH:11][C:12]([O:14]CC)=O)[CH:3]=1.CN1CCOCC1.[CH2:24]([NH2:27])[CH:25]=[CH2:26].CN([P+](ON1N=NC2C=CC=CC1=2)(N(C)C)N(C)C)C.F[P-](F)(F)(F)(F)F.C1CCN2C(=NCCC2)CC1.Cl. Product: [Cl:1][C:2]1[CH:3]=[C:4]2[C:5]([C:6](=[O:8])[N:27]([CH2:24][CH:25]=[CH2:26])[C:12](=[O:14])[NH:11]2)=[CH:9][CH:10]=1. (3) Reactant: C([O:3][C:4]([C:6]1[N:10]([CH2:11][CH2:12][CH2:13][C:14]2[CH:19]=[CH:18][CH:17]=[CH:16][CH:15]=2)[C:9]2[CH:20]=[C:21]([Br:23])[S:22][C:8]=2[C:7]=1[I:24])=[O:5])C.[OH-].[Na+].Cl. Product: [Br:23][C:21]1[S:22][C:8]2[C:7]([I:24])=[C:6]([C:4]([OH:5])=[O:3])[N:10]([CH2:11][CH2:12][CH2:13][C:14]3[CH:19]=[CH:18][CH:17]=[CH:16][CH:15]=3)[C:9]=2[CH:20]=1. The catalyst class is: 23. (4) Reactant: [F:1][C:2]1[CH:3]=[CH:4][C:5]2[N:6]([C:8]([CH:18]([C:20]3[N:21]([CH3:25])[CH:22]=[CH:23][N:24]=3)O)=[C:9]([C:11]3[CH:16]=[CH:15][C:14]([F:17])=[CH:13][CH:12]=3)[N:10]=2)[CH:7]=1. Product: [F:1][C:2]1[CH:3]=[CH:4][C:5]2[N:6]([C:8]([CH2:18][C:20]3[N:21]([CH3:25])[CH:22]=[CH:23][N:24]=3)=[C:9]([C:11]3[CH:12]=[CH:13][C:14]([F:17])=[CH:15][CH:16]=3)[N:10]=2)[CH:7]=1. The catalyst class is: 2. (5) Reactant: C1(C2N=C(C(C(N[C:15]([CH:17]([NH:26][C:27]([N:29]3[CH2:34][CH2:33][O:32][CH2:31][CH2:30]3)=[O:28])[CH2:18][S:19]([CH2:22][CH:23]([CH3:25])[CH3:24])(=[O:21])=[O:20])=[O:16])CC)=O)ON=2)CC1.FC(F)(F)C(O)=O.[NH2:42][CH:43]([CH2:55][CH3:56])[C@@H:44]([C:46]1[N:50]=[C:49]([C:51]([F:54])([F:53])[F:52])[O:48][N:47]=1)[OH:45].F[P-](F)(F)(F)(F)F.N1(OC(N(C)C)=[N+](C)C)C2N=CC=CC=2N=N1.C(N(C(C)C)CC)(C)C. Product: [CH:23]1([CH2:22][S:19]([CH2:18][C@H:17]([NH:26][C:27]([N:29]2[CH2:30][CH2:31][O:32][CH2:33][CH2:34]2)=[O:28])[C:15](=[O:16])[NH:42][C@H:43]([CH:44]([OH:45])[C:46]2[N:50]=[C:49]([C:51]([F:54])([F:53])[F:52])[O:48][N:47]=2)[CH2:55][CH3:56])(=[O:20])=[O:21])[CH2:24][CH2:25]1. The catalyst class is: 9. (6) The catalyst class is: 1. Reactant: [C:1](Cl)(=[O:3])[CH3:2].[Cl:5][C:6]1[CH:14]=[CH:13][C:9]([CH2:10][NH:11]C)=[CH:8][C:7]=1[N+:15]([O-:17])=[O:16].[C:18]([O-])(O)=O.[Na+]. Product: [Cl:5][C:6]1[CH:14]=[CH:13][C:9]([CH:10]([NH:11][C:1](=[O:3])[CH3:2])[CH3:18])=[CH:8][C:7]=1[N+:15]([O-:17])=[O:16]. (7) Reactant: [CH2:1]([O:3][C:4](=[O:18])[NH:5][C:6]1[CH:17]=[CH:16][C:9]2[NH:10][C:11](=[O:15])[NH:12][CH2:13][CH2:14][C:8]=2[CH:7]=1)[CH3:2].[CH3:19][C:20](C)([O-:22])C.[Li+].[CH3:25][N:26](C=O)C. Product: [O:18]=[C:4]1[N:5]([C:6]2[CH:17]=[CH:16][C:9]3[NH:10][C:11](=[O:15])[NH:12][CH2:13][CH2:14][C:8]=3[CH:7]=2)[CH2:2][C@H:1]([CH2:25][NH:26][C:20](=[O:22])[CH3:19])[O:3]1. The catalyst class is: 5. (8) Reactant: [C:1]1([C@H:7]2[CH2:12][CH2:11][C@H:10]([OH:13])[CH2:9][CH2:8]2)[CH:6]=[CH:5][CH:4]=[CH:3][CH:2]=1.O[C:15]1[CH:16]=[C:17]2[C:22](=[CH:23][CH:24]=1)[CH:21]=[C:20]([C@:25]1([CH3:31])[CH2:29][O:28][C:27](=[O:30])[NH:26]1)[CH:19]=[CH:18]2.C1(P(C2C=CC=CC=2)C2C=CC=CC=2)C=CC=CC=1.O1CCCC1.N(C(OC(C)C)=O)=NC(OC(C)C)=O. Product: [C:1]1([C@H:7]2[CH2:8][CH2:9][C@H:10]([O:13][C:15]3[CH:16]=[C:17]4[C:22](=[CH:23][CH:24]=3)[CH:21]=[C:20]([C@:25]3([CH3:31])[CH2:29][O:28][C:27](=[O:30])[NH:26]3)[CH:19]=[CH:18]4)[CH2:11][CH2:12]2)[CH:6]=[CH:5][CH:4]=[CH:3][CH:2]=1. The catalyst class is: 2. (9) Reactant: [Cl:1][C:2]1[CH:7]=[CH:6][CH:5]=[CH:4][C:3]=1[N:8]1[CH:12]=[CH:11][C:10]([NH2:13])=[N:9]1.[Cl:14]N1C(=O)CCC1=O. Product: [Cl:14][C:11]1[C:10]([NH2:13])=[N:9][N:8]([C:3]2[CH:4]=[CH:5][CH:6]=[CH:7][C:2]=2[Cl:1])[CH:12]=1. The catalyst class is: 7.